Dataset: Reaction yield outcomes from USPTO patents with 853,638 reactions. Task: Predict the reaction yield, written as a fraction of the theoretical maximum amount of product (1.0 means a 100% yield; for example, 0.34 means a 34% yield). (1) The reactants are [C:1]([C:3]1[C:11]2[C:6](=[CH:7][CH:8]=[C:9](OC)[CH:10]=2)[N:5]([CH2:14][CH3:15])[C:4]=1[C:16]1[CH:25]=[CH:24][C:19]([C:20]([O:22]C)=[O:21])=[CH:18][CH:17]=1)#[N:2].[OH-].[Na+].C1C[O:31][CH2:30]C1. The catalyst is O. The product is [C:1]([C:3]1[C:11]2[C:6](=[CH:7][C:8]([O:31][CH3:30])=[CH:9][CH:10]=2)[N:5]([CH2:14][CH3:15])[C:4]=1[C:16]1[CH:17]=[CH:18][C:19]([C:20]([OH:22])=[O:21])=[CH:24][CH:25]=1)#[N:2]. The yield is 0.920. (2) The reactants are [CH3:1][N:2]1[C:10]([CH2:11][CH2:12][CH2:13][C:14]([OH:16])=[O:15])=[N:9][C:8]2[CH:7]=[C:6]([N:17]([CH2:21][CH2:22][Cl:23])[CH2:18][CH2:19][Cl:20])[CH:5]=[CH:4][C:3]1=2.Cl.[CH2:25](O)[CH2:26][CH2:27][CH2:28][CH2:29][CH2:30][CH2:31][CH2:32][CH2:33][CH2:34][CH2:35][CH2:36][CH2:37][CH2:38][CH2:39][CH3:40].C1(N=C=NC2CCCCC2)CCCCC1. The catalyst is CN(C1C=CN=CC=1)C. The product is [CH2:40]([O:15][C:14](=[O:16])[CH2:13][CH2:12][CH2:11][C:10]1[N:2]([CH3:1])[C:3]2[CH:4]=[CH:5][C:6]([N:17]([CH2:18][CH2:19][Cl:20])[CH2:21][CH2:22][Cl:23])=[CH:7][C:8]=2[N:9]=1)[CH2:39][CH2:38][CH2:37][CH2:36][CH2:35][CH2:34][CH2:33][CH2:32][CH2:31][CH2:30][CH2:29][CH2:28][CH2:27][CH2:26][CH3:25]. The yield is 0.888.